From a dataset of Forward reaction prediction with 1.9M reactions from USPTO patents (1976-2016). Predict the product of the given reaction. (1) Given the reactants [Cl:1][C:2]1[CH:7]=[CH:6][C:5]([NH:8][C:9]([C:11]2[CH:15]=[CH:14][O:13][C:12]=2[CH3:16])=[O:10])=[CH:4][C:3]=1[CH2:17]O.P(Br)(Br)[Br:20].O, predict the reaction product. The product is: [Br:20][CH2:17][C:3]1[CH:4]=[C:5]([NH:8][C:9]([C:11]2[CH:15]=[CH:14][O:13][C:12]=2[CH3:16])=[O:10])[CH:6]=[CH:7][C:2]=1[Cl:1]. (2) Given the reactants [F:1][C:2]1[CH:3]=[C:4]([NH2:23])[CH:5]=[CH:6][C:7]=1[O:8][C:9]1[CH:14]=[CH:13][N:12]=[CH:11][C:10]=1[C:15]#[C:16][C:17]1[CH:18]=[N:19][CH:20]=[CH:21][CH:22]=1.[F:24][C:25]1[CH:30]=[CH:29][C:28]([CH2:31][C:32]([N:34]=[C:35]=[O:36])=[O:33])=[CH:27][CH:26]=1.COC1C=CC(CNC2N=CN=C(OC3C=CC(NC(NC(=O)CC4C=CC(F)=CC=4)=O)=CC=3F)C=2)=CC=1.[ClH:75], predict the reaction product. The product is: [ClH:75].[ClH:75].[F:1][C:2]1[CH:3]=[C:4]([NH:23][C:35]([NH:34][C:32](=[O:33])[CH2:31][C:28]2[CH:29]=[CH:30][C:25]([F:24])=[CH:26][CH:27]=2)=[O:36])[CH:5]=[CH:6][C:7]=1[O:8][C:9]1[CH:14]=[CH:13][N:12]=[CH:11][C:10]=1[C:15]#[C:16][C:17]1[CH:18]=[N:19][CH:20]=[CH:21][CH:22]=1.